This data is from NCI-60 drug combinations with 297,098 pairs across 59 cell lines. The task is: Regression. Given two drug SMILES strings and cell line genomic features, predict the synergy score measuring deviation from expected non-interaction effect. (1) Drug 1: COC1=CC(=CC(=C1O)OC)C2C3C(COC3=O)C(C4=CC5=C(C=C24)OCO5)OC6C(C(C7C(O6)COC(O7)C8=CC=CS8)O)O. Drug 2: C1=C(C(=O)NC(=O)N1)N(CCCl)CCCl. Cell line: HCT-15. Synergy scores: CSS=53.3, Synergy_ZIP=-6.35, Synergy_Bliss=-4.78, Synergy_Loewe=-13.1, Synergy_HSA=-2.17. (2) Cell line: HCT-15. Drug 1: C1CC(C1)(C(=O)O)C(=O)O.[NH2-].[NH2-].[Pt+2]. Drug 2: CC1=C(C=C(C=C1)NC(=O)C2=CC=C(C=C2)CN3CCN(CC3)C)NC4=NC=CC(=N4)C5=CN=CC=C5. Synergy scores: CSS=3.60, Synergy_ZIP=-2.03, Synergy_Bliss=2.90, Synergy_Loewe=-16.6, Synergy_HSA=-6.84. (3) Drug 1: C1=CC(=C2C(=C1NCCNCCO)C(=O)C3=C(C=CC(=C3C2=O)O)O)NCCNCCO. Drug 2: C1C(C(OC1N2C=NC3=C2NC=NCC3O)CO)O. Cell line: UO-31. Synergy scores: CSS=22.2, Synergy_ZIP=-9.97, Synergy_Bliss=-4.56, Synergy_Loewe=-22.0, Synergy_HSA=-0.134. (4) Drug 1: CC1CCC2CC(C(=CC=CC=CC(CC(C(=O)C(C(C(=CC(C(=O)CC(OC(=O)C3CCCCN3C(=O)C(=O)C1(O2)O)C(C)CC4CCC(C(C4)OC)OCCO)C)C)O)OC)C)C)C)OC. Drug 2: CC1C(C(CC(O1)OC2CC(OC(C2O)C)OC3=CC4=CC5=C(C(=O)C(C(C5)C(C(=O)C(C(C)O)O)OC)OC6CC(C(C(O6)C)O)OC7CC(C(C(O7)C)O)OC8CC(C(C(O8)C)O)(C)O)C(=C4C(=C3C)O)O)O)O. Cell line: HOP-62. Synergy scores: CSS=47.1, Synergy_ZIP=-0.348, Synergy_Bliss=3.81, Synergy_Loewe=-0.322, Synergy_HSA=0.766. (5) Drug 1: CCC(=C(C1=CC=CC=C1)C2=CC=C(C=C2)OCCN(C)C)C3=CC=CC=C3.C(C(=O)O)C(CC(=O)O)(C(=O)O)O. Drug 2: CC1=C(C(=O)C2=C(C1=O)N3CC4C(C3(C2COC(=O)N)OC)N4)N. Cell line: OVCAR-8. Synergy scores: CSS=28.6, Synergy_ZIP=-0.905, Synergy_Bliss=-3.21, Synergy_Loewe=-22.9, Synergy_HSA=-2.15. (6) Synergy scores: CSS=2.23, Synergy_ZIP=-4.76, Synergy_Bliss=-9.29, Synergy_Loewe=-16.3, Synergy_HSA=-8.54. Cell line: SK-OV-3. Drug 1: C1=CC(=CC=C1CCCC(=O)O)N(CCCl)CCCl. Drug 2: CN(C(=O)NC(C=O)C(C(C(CO)O)O)O)N=O. (7) Drug 1: CS(=O)(=O)CCNCC1=CC=C(O1)C2=CC3=C(C=C2)N=CN=C3NC4=CC(=C(C=C4)OCC5=CC(=CC=C5)F)Cl. Drug 2: CC12CCC3C(C1CCC2O)C(CC4=C3C=CC(=C4)O)CCCCCCCCCS(=O)CCCC(C(F)(F)F)(F)F. Cell line: COLO 205. Synergy scores: CSS=14.1, Synergy_ZIP=3.19, Synergy_Bliss=4.14, Synergy_Loewe=2.10, Synergy_HSA=3.17. (8) Drug 1: C1=CC(=CC=C1CC(C(=O)O)N)N(CCCl)CCCl.Cl. Drug 2: CC1C(C(CC(O1)OC2CC(OC(C2O)C)OC3=CC4=CC5=C(C(=O)C(C(C5)C(C(=O)C(C(C)O)O)OC)OC6CC(C(C(O6)C)O)OC7CC(C(C(O7)C)O)OC8CC(C(C(O8)C)O)(C)O)C(=C4C(=C3C)O)O)O)O. Cell line: K-562. Synergy scores: CSS=21.5, Synergy_ZIP=-0.683, Synergy_Bliss=5.30, Synergy_Loewe=-0.431, Synergy_HSA=0.527.